Task: Predict the reactants needed to synthesize the given product.. Dataset: Full USPTO retrosynthesis dataset with 1.9M reactions from patents (1976-2016) (1) The reactants are: [F:1][C:2]1[CH:3]=[C:4]([C:27]2[C:28]([C:33]#[N:34])=[CH:29][CH:30]=[CH:31][CH:32]=2)[CH:5]=[CH:6][C:7]=1[CH2:8][C:9]1[C:14](=[O:15])[N:13]([C:16]2[CH:21]=[CH:20][C:19]([OH:22])=[CH:18][CH:17]=2)[C:12]([CH3:23])=[N:11][C:10]=1[CH2:24][CH2:25][CH3:26].Br[C:36]([CH3:42])([CH3:41])[C:37]([O:39][CH3:40])=[O:38].C(=O)([O-])[O-].[Cs+].[Cs+].C(OCC)(=O)C. Given the product [C:33]([C:28]1[CH:29]=[CH:30][CH:31]=[CH:32][C:27]=1[C:4]1[CH:5]=[CH:6][C:7]([CH2:8][C:9]2[C:14](=[O:15])[N:13]([C:16]3[CH:21]=[CH:20][C:19]([O:22][C:36]([CH3:42])([CH3:41])[C:37]([O:39][CH3:40])=[O:38])=[CH:18][CH:17]=3)[C:12]([CH3:23])=[N:11][C:10]=2[CH2:24][CH2:25][CH3:26])=[C:2]([F:1])[CH:3]=1)#[N:34], predict the reactants needed to synthesize it. (2) Given the product [N:1]([CH2:4][CH:5]1[CH2:10][N:9]([CH3:16])[C:8]2[CH:11]=[CH:12][CH:13]=[C:14]([Br:15])[C:7]=2[O:6]1)=[N+:2]=[N-:3], predict the reactants needed to synthesize it. The reactants are: [N:1]([CH2:4][CH:5]1[CH2:10][NH:9][C:8]2[CH:11]=[CH:12][CH:13]=[C:14]([Br:15])[C:7]=2[O:6]1)=[N+:2]=[N-:3].[C:16](=O)([O-])[O-].[Cs+].[Cs+].IC. (3) Given the product [Cl:14][C:15]1[CH:20]=[C:19]([S:21]([CH3:24])(=[O:23])=[O:22])[CH:18]=[CH:17][C:16]=1[O:13][C:4]1[CH:5]=[C:6]([C:9]([F:11])([F:10])[F:12])[CH:7]=[CH:8][C:3]=1[O:2][CH3:1], predict the reactants needed to synthesize it. The reactants are: [CH3:1][O:2][C:3]1[CH:8]=[CH:7][C:6]([C:9]([F:12])([F:11])[F:10])=[CH:5][C:4]=1[OH:13].[Cl:14][C:15]1[CH:20]=[C:19]([S:21]([CH3:24])(=[O:23])=[O:22])[CH:18]=[CH:17][C:16]=1F.C(=O)([O-])[O-].[K+].[K+]. (4) Given the product [CH2:1]([C:3]1[C:23]([NH:24][CH:27]([CH2:28][CH3:29])[CH2:26][CH3:25])=[C:6]2[C:7]([O:21][CH3:22])=[CH:8][CH:9]=[C:10]([C:11]3[C:16]([CH3:17])=[CH:15][C:14]([CH3:18])=[CH:13][C:12]=3[O:19][CH3:20])[N:5]2[N:4]=1)[CH3:2], predict the reactants needed to synthesize it. The reactants are: [CH2:1]([C:3]1[C:23]([NH2:24])=[C:6]2[C:7]([O:21][CH3:22])=[CH:8][CH:9]=[C:10]([C:11]3[C:16]([CH3:17])=[CH:15][C:14]([CH3:18])=[CH:13][C:12]=3[O:19][CH3:20])[N:5]2[N:4]=1)[CH3:2].[CH3:25][CH2:26][C:27](=O)[CH2:28][CH3:29].C(O[BH-](OC(=O)C)OC(=O)C)(=O)C.[Na+].[OH-].[Na+]. (5) The reactants are: [N+:1]([C:4]1[CH:5]=[C:6]2[C:10](=[CH:11][CH:12]=1)[N:9]([CH2:13][C:14]([O:16][CH3:17])=[O:15])[CH:8]=[CH:7]2)([O-])=O. Given the product [NH2:1][C:4]1[CH:5]=[C:6]2[C:10](=[CH:11][CH:12]=1)[N:9]([CH2:13][C:14]([O:16][CH3:17])=[O:15])[CH:8]=[CH:7]2, predict the reactants needed to synthesize it. (6) Given the product [C:1]([O:5][C:6](=[O:7])[NH:8][C@@H:9]([CH2:30][C:31]1[CH:36]=[CH:35][CH:34]=[CH:33][CH:32]=1)[C@@H:10]([OH:29])[C@@H:11]([NH:15][CH2:16][C:17]1[CH:22]=[CH:21][C:20]([O:23][CH3:24])=[C:19]([O:25][CH3:26])[C:18]=1[O:27][CH3:28])[C:12](=[O:14])[NH:37][C@H:38]([C:39](=[O:40])[NH:41][CH2:42][C:43]1[CH:48]=[CH:47][C:46]([O:49][CH3:50])=[CH:45][C:44]=1[OH:51])[CH:52]([CH3:54])[CH3:53])([CH3:3])([CH3:4])[CH3:2], predict the reactants needed to synthesize it. The reactants are: [C:1]([O:5][C:6]([NH:8][C@@H:9]([CH2:30][C:31]1[CH:36]=[CH:35][CH:34]=[CH:33][CH:32]=1)[C@H:10]([OH:29])[C@@H:11]([NH:15][CH2:16][C:17]1[CH:22]=[CH:21][C:20]([O:23][CH3:24])=[C:19]([O:25][CH3:26])[C:18]=1[O:27][CH3:28])[C:12]([OH:14])=O)=[O:7])([CH3:4])([CH3:3])[CH3:2].[NH2:37][C@@H:38]([CH:52]([CH3:54])[CH3:53])[C:39]([NH:41][CH2:42][C:43]1[CH:48]=[CH:47][C:46]([O:49][CH3:50])=[CH:45][C:44]=1[OH:51])=[O:40]. (7) Given the product [F:1][C:2]1[CH:7]=[CH:6][CH:5]=[C:4]([S:8]([CH3:11])(=[O:10])=[O:9])[C:3]=1[O:32][C:29]1[CH:30]=[C:31]2[C:26](=[CH:27][CH:28]=1)[N:25]=[CH:24][N:23]=[C:22]2[NH:13][C:14]1[CH:18]=[CH:17][N:16]([CH2:19][CH3:20])[N:15]=1, predict the reactants needed to synthesize it. The reactants are: [F:1][C:2]1[CH:7]=[CH:6][CH:5]=[C:4]([S:8]([CH3:11])(=[O:10])=[O:9])[C:3]=1F.[NH2:13][C:14]1[CH:18]=[CH:17][N:16]([CH2:19][CH3:20])[N:15]=1.Cl[C:22]1[C:31]2[C:26](=[CH:27][CH:28]=[C:29]([OH:32])[CH:30]=2)[N:25]=[CH:24][N:23]=1. (8) Given the product [NH3:12].[NH2:31][C:15]1[N:14]=[C:13]2[C:18]([C:19]([NH:32][C@H:33]([CH3:34])[CH2:35][OH:36])=[N:20][C:11]([S:10][CH2:9][C:3]3[CH:4]=[CH:5][CH:6]=[C:7]([F:8])[C:2]=3[F:1])=[N:12]2)=[N:17][CH:16]=1, predict the reactants needed to synthesize it. The reactants are: [F:1][C:2]1[C:7]([F:8])=[CH:6][CH:5]=[CH:4][C:3]=1[CH2:9][S:10][C:11]1[N:20]=[C:19](SCC2C=CC=C(F)C=2F)[C:18]2[C:13](=[N:14][C:15]([NH2:31])=[CH:16][N:17]=2)[N:12]=1.[NH2:32][C@@H:33]([CH2:35][OH:36])[CH3:34]. (9) Given the product [CH:20]1[C:21]2[C:26](=[CH:25][CH:24]=[CH:23][CH:22]=2)[CH:27]=[CH:28][C:19]=1[C@H:18]1[CH2:10][C:8](=[O:9])[C:3]2[C:2](=[CH:7][CH:6]=[CH:5][CH:4]=2)[O:1]1, predict the reactants needed to synthesize it. The reactants are: [OH:1][C:2]1[CH:7]=[CH:6][CH:5]=[CH:4][C:3]=1[C:8](/[C:10](=[CH:18]\[C:19]1[CH:28]=[CH:27][C:26]2[C:21](=[CH:22][CH:23]=[CH:24][CH:25]=2)[CH:20]=1)/C(OC(C)(C)C)=O)=[O:9].C1(C)C=CC(S(O)(=O)=O)=CC=1.